This data is from HIV replication inhibition screening data with 41,000+ compounds from the AIDS Antiviral Screen. The task is: Binary Classification. Given a drug SMILES string, predict its activity (active/inactive) in a high-throughput screening assay against a specified biological target. (1) The drug is Clc1ccc(C2=NOC3C4CCC(C4)C23)cc1. The result is 0 (inactive). (2) The drug is CC(=O)C=O. The result is 0 (inactive). (3) The molecule is C=C1C(OC(=O)C(C)C)C23CC4(O)C5C6(C)CCCC57C(C2CC1(O)C(O)C37)N4C6. The result is 0 (inactive). (4) The drug is NC(=O)OCc1c(-c2ccccc2)nn(-c2ccccc2)c1COC(N)=O. The result is 0 (inactive). (5) The molecule is NS(=O)(=O)c1ccc(CNC(=O)c2ccccc2SC(=O)CCCC[n+]2ccccc2)cc1.[Br-]. The result is 1 (active). (6) The compound is O=C1C2C=CC(n3[nH]c(=O)n(Cc4ccccc4)c3=O)CC2C(=O)N1c1cccc(Cl)c1. The result is 0 (inactive).